Task: Predict the product of the given reaction.. Dataset: Forward reaction prediction with 1.9M reactions from USPTO patents (1976-2016) (1) Given the reactants Cl.C([O:5][C:6]1[CH:7]=[C:8]2[C:13](=[CH:14][C:15]=1[O:16][CH3:17])[N:12]=[CH:11][N:10]=[C:9]2[NH:18][C:19]1[CH:24]=[CH:23][CH:22]=[C:21]([C:25]#[CH:26])[CH:20]=1)(=O)C.N, predict the reaction product. The product is: [C:25]([C:21]1[CH:20]=[C:19]([NH:18][C:9]2[C:8]3[C:13](=[CH:14][C:15]([O:16][CH3:17])=[C:6]([OH:5])[CH:7]=3)[N:12]=[CH:11][N:10]=2)[CH:24]=[CH:23][CH:22]=1)#[CH:26]. (2) Given the reactants Br[C:2]1[N:3]=[C:4]([C:16]#[N:17])[C:5]([NH:8][C:9](=[O:15])[O:10][C:11]([CH3:14])([CH3:13])[CH3:12])=[N:6][CH:7]=1.[F-:18].[K+], predict the reaction product. The product is: [C:16]([C:4]1[C:5]([NH:8][C:9](=[O:15])[O:10][C:11]([CH3:14])([CH3:13])[CH3:12])=[N:6][CH:7]=[C:2]([F:18])[N:3]=1)#[N:17]. (3) Given the reactants [NH:1]1[C:7]2[CH:8]=[CH:9][CH:10]=[CH:11][C:6]=2[CH:5]=[CH:4][CH:3]=[N:2]1.[CH3:12]I.[H-].[Na+], predict the reaction product. The product is: [CH3:12][N:1]1[C:7]2[CH:8]=[CH:9][CH:10]=[CH:11][C:6]=2[CH:5]=[CH:4][CH:3]=[N:2]1.